This data is from Catalyst prediction with 721,799 reactions and 888 catalyst types from USPTO. The task is: Predict which catalyst facilitates the given reaction. (1) Reactant: [NH2:1][C:2]1[C:9]([C:10]#[C:11][Si](C)(C)C)=[CH:8][C:5]([C:6]#[N:7])=[CH:4][C:3]=1[Br:16].O1CCCC1.[F-].C([N+](CCCC)(CCCC)CCCC)CCC.C1COCC1. Product: [NH2:1][C:2]1[C:9]([C:10]#[CH:11])=[CH:8][C:5]([C:6]#[N:7])=[CH:4][C:3]=1[Br:16]. The catalyst class is: 6. (2) Reactant: [N+:1]([C:4]1[CH:12]=[C:11]2[C:7]([CH:8]=[CH:9][NH:10]2)=[CH:6][CH:5]=1)([O-])=O.[C:13](Cl)(=[O:15])[CH3:14]. Product: [NH2:1][C:4]1[CH:12]=[C:11]2[C:7]([CH:8]=[CH:9][N:10]2[C:13](=[O:15])[CH3:14])=[CH:6][CH:5]=1. The catalyst class is: 23. (3) Reactant: [F:1][C:2]1[CH:7]=[CH:6][C:5]([C:8]2[O:9][C:10]3[CH:20]=[CH:19][C:18]([C:21]4[CH:26]=[C:25]([C:27](=[O:33])[NH:28][CH2:29][CH:30]([CH3:32])[CH3:31])[CH:24]=[CH:23][C:22]=4[OH:34])=[CH:17][C:11]=3[C:12]=2[C:13]([NH:15][CH3:16])=[O:14])=[CH:4][CH:3]=1.Br[CH2:36][CH2:37][N:38]1[C:46](=[O:47])[C:45]2[C:40](=[CH:41][CH:42]=[CH:43][CH:44]=2)[C:39]1=[O:48].C1CCN2C(=NCCC2)CC1. Product: [O:48]=[C:39]1[C:40]2[C:45](=[CH:44][CH:43]=[CH:42][CH:41]=2)[C:46](=[O:47])[N:38]1[CH2:37][CH2:36][O:34][C:22]1[CH:23]=[CH:24][C:25]([C:27](=[O:33])[NH:28][CH2:29][CH:30]([CH3:32])[CH3:31])=[CH:26][C:21]=1[C:18]1[CH:19]=[CH:20][C:10]2[O:9][C:8]([C:5]3[CH:4]=[CH:3][C:2]([F:1])=[CH:7][CH:6]=3)=[C:12]([C:13]([NH:15][CH3:16])=[O:14])[C:11]=2[CH:17]=1. The catalyst class is: 3. (4) Reactant: [C:1]([CH:9]([O:14][C:15](=O)[CH3:16])[C:10]([F:13])([F:12])[F:11])(=O)[C:2]1[CH:7]=[CH:6][CH:5]=[CH:4][CH:3]=1.C([O-])(=O)C.[NH4+:22].C(=O)(O)[O-].[Na+]. Product: [CH3:16][C:15]1[O:14][C:9]([C:10]([F:13])([F:12])[F:11])=[C:1]([C:2]2[CH:7]=[CH:6][CH:5]=[CH:4][CH:3]=2)[N:22]=1. The catalyst class is: 15. (5) Reactant: [OH:1][NH:2][C:3]([C:5]1[CH:14]=[C:13]2[C:8]([C:9](=[O:31])[NH:10][C:11]([C:15]([NH:17][CH:18]3[CH2:23][CH2:22][N:21](C(OC(C)(C)C)=O)[CH2:20][CH2:19]3)=[O:16])=[N:12]2)=[CH:7][CH:6]=1)=[O:4].Cl.O1CCOCC1. Product: [OH:1][NH:2][C:3]([C:5]1[CH:14]=[C:13]2[C:8]([C:9](=[O:31])[NH:10][C:11]([C:15]([NH:17][CH:18]3[CH2:19][CH2:20][NH:21][CH2:22][CH2:23]3)=[O:16])=[N:12]2)=[CH:7][CH:6]=1)=[O:4]. The catalyst class is: 2. (6) Reactant: [CH2:1]([O:8][C:9]1[CH:14]=[CH:13][C:12]([CH2:15][C@H:16]([NH:20][C:21]([O:23][C:24]([CH3:27])([CH3:26])[CH3:25])=[O:22])[C:17]([OH:19])=[O:18])=[CH:11][CH:10]=1)[C:2]1[CH:7]=[CH:6][CH:5]=[CH:4][CH:3]=1.C1CCC(N=C=NC2CCCCC2)CC1.C1C=CC2N(O)N=NC=2C=1.[N:53]12[CH2:60][CH2:59][CH:56]([CH2:57][CH2:58]1)[C@@H:55](O)[CH2:54]2. Product: [CH2:1]([O:8][C:9]1[CH:14]=[CH:13][C:12]([CH2:15][C@H:16]([NH:20][C:21]([O:23][C:24]([CH3:27])([CH3:26])[CH3:25])=[O:22])[C:17]([O:19][C@@H:55]2[CH:56]3[CH2:59][CH2:60][N:53]([CH2:58][CH2:57]3)[CH2:54]2)=[O:18])=[CH:11][CH:10]=1)[C:2]1[CH:3]=[CH:4][CH:5]=[CH:6][CH:7]=1. The catalyst class is: 1.